Dataset: Full USPTO retrosynthesis dataset with 1.9M reactions from patents (1976-2016). Task: Predict the reactants needed to synthesize the given product. (1) The reactants are: [Cl:1][C:2]1[C:3]([C:9]2[CH:14]=[CH:13][CH:12]=[C:11]([NH:15][CH2:16][C:17]3([C:23]#[N:24])[CH2:22][CH2:21][O:20][CH2:19][CH2:18]3)[N:10]=2)=[CH:4][C:5](F)=[N:6][CH:7]=1.C(N(CC)CC)C.[CH3:32][O:33][C@H:34]1[CH2:38][CH2:37][N:36]([CH:39]2[CH2:44][CH2:43][CH:42]([NH2:45])[CH2:41][CH2:40]2)[CH2:35]1. Given the product [Cl:1][C:2]1[C:3]([C:9]2[CH:14]=[CH:13][CH:12]=[C:11]([NH:15][CH2:16][C:17]3([C:23]#[N:24])[CH2:22][CH2:21][O:20][CH2:19][CH2:18]3)[N:10]=2)=[CH:4][C:5]([NH:45][CH:42]2[CH2:41][CH2:40][CH:39]([N:36]3[CH2:37][CH2:38][C@H:34]([O:33][CH3:32])[CH2:35]3)[CH2:44][CH2:43]2)=[N:6][CH:7]=1, predict the reactants needed to synthesize it. (2) The reactants are: [C:1]([O:9][CH3:10])(=[O:8])[C:2]1[CH:7]=[CH:6][CH:5]=[CH:4][CH:3]=1.[NH2:11][CH2:12][CH2:13][CH2:14][CH2:15][CH2:16][CH2:17][CH2:18][CH2:19][CH2:20]CO.C(OC(C)C)(C)C. Given the product [C:1]([O:9][CH2:10][CH2:20][CH2:19][CH2:18][CH2:17][CH2:16][CH2:15][CH2:14][CH2:13][CH2:12][NH2:11])(=[O:8])[C:2]1[CH:7]=[CH:6][CH:5]=[CH:4][CH:3]=1, predict the reactants needed to synthesize it. (3) Given the product [NH2:1][C:2]1[CH:3]=[C:4]([C:5]([C:7]2[N:8]=[CH:9][N:10]([S:12]([N:15]([CH3:17])[CH3:16])(=[O:14])=[O:13])[CH:11]=2)=[C:21]([CH3:23])[CH3:22])[CH:18]=[CH:19][CH:20]=1, predict the reactants needed to synthesize it. The reactants are: [NH2:1][C:2]1[CH:3]=[C:4]([CH:18]=[CH:19][CH:20]=1)[C:5]([C:7]1[N:8]=[CH:9][N:10]([S:12]([N:15]([CH3:17])[CH3:16])(=[O:14])=[O:13])[CH:11]=1)=O.[CH:21]([Mg]Cl)([CH3:23])[CH3:22].CCOCC.[Cl-].[NH4+]. (4) Given the product [Cl:8][C:7]1[C:2]([C:34]#[N:35])=[C:3]2[C:11]3([CH2:16][CH2:15][N:14]([C:17]([O:19][C:20]([CH3:23])([CH3:22])[CH3:21])=[O:18])[CH2:13][CH2:12]3)[CH2:10][N:9]([C:24]3[C:25]4[C@H:32]([CH3:33])[CH2:31][CH2:30][C:26]=4[N:27]=[CH:28][N:29]=3)[C:4]2=[CH:5][CH:6]=1, predict the reactants needed to synthesize it. The reactants are: Br[C:2]1[C:7]([Cl:8])=[CH:6][CH:5]=[C:4]2[N:9]([C:24]3[C:25]4[C@H:32]([CH3:33])[CH2:31][CH2:30][C:26]=4[N:27]=[CH:28][N:29]=3)[CH2:10][C:11]3([CH2:16][CH2:15][N:14]([C:17]([O:19][C:20]([CH3:23])([CH3:22])[CH3:21])=[O:18])[CH2:13][CH2:12]3)[C:3]=12.[CH3:34][N:35](C=O)C. (5) Given the product [NH2:1][C:2]1[N:7]=[CH:6][N:5]=[C:4]2[N:8]([CH:20]([CH3:22])[CH3:21])[N:9]=[C:10]([C:11]3[CH:18]=[CH:15][C:25]([C:29]#[N:30])=[C:24]([OH:27])[CH:23]=3)[C:3]=12, predict the reactants needed to synthesize it. The reactants are: [NH2:1][C:2]1[N:7]=[CH:6][N:5]=[C:4]2[N:8]([CH:20]([CH3:22])[CH3:21])[N:9]=[C:10]([C:11]3C=CC(F)=[C:15]([CH:18]=3)C#N)[C:3]=12.[CH3:23][C:24]([O-:27])(C)[CH3:25].[K+].[CH3:29][N:30](C=O)C.